From a dataset of Cav3 T-type calcium channel HTS with 100,875 compounds. Binary Classification. Given a drug SMILES string, predict its activity (active/inactive) in a high-throughput screening assay against a specified biological target. (1) The molecule is O1C(CN(CC1C)C(=O)c1ccncc1)C. The result is 0 (inactive). (2) The drug is o1c2c(cc1C(=O)NCCOc1ccccc1)cccc2. The result is 0 (inactive). (3) The compound is S(CC(=O)c1c(n(Cc2ccccc2)c(=O)n(c1=O)C)N)c1scnn1. The result is 0 (inactive). (4) The molecule is O1CCN(CCn2cc(cc(c2=O)C#N)C(=O)c2c(O)ccc(OC)c2)CC1. The result is 0 (inactive). (5) The molecule is Clc1cc(NC(=O)Cn2c3c(c4n(nc(n4)C)c2=O)cccc3)c(OC)cc1. The result is 0 (inactive).